This data is from Reaction yield outcomes from USPTO patents with 853,638 reactions. The task is: Predict the reaction yield, written as a fraction of the theoretical maximum amount of product (1.0 means a 100% yield; for example, 0.34 means a 34% yield). (1) The reactants are [CH3:1][O:2][C:3]1[CH:4]=[C:5]([CH:11]([NH:13][C:14]2[CH:15]=[C:16]([N:26]3[CH2:31][CH2:30][N:29](C(OC(C)(C)C)=O)[CH2:28][CH2:27]3)[CH:17]=[CH:18][C:19]=2[C:20](=[O:25])[C:21]([F:24])([F:23])[F:22])[CH3:12])[CH:6]=[C:7]([O:9][CH3:10])[CH:8]=1.[ClH:39]. The catalyst is ClCCl.CO.C(OCC)C. The product is [ClH:39].[CH3:1][O:2][C:3]1[CH:4]=[C:5]([CH:11]([NH:13][C:14]2[CH:15]=[C:16]([N:26]3[CH2:27][CH2:28][NH:29][CH2:30][CH2:31]3)[CH:17]=[CH:18][C:19]=2[C:20](=[O:25])[C:21]([F:22])([F:24])[F:23])[CH3:12])[CH:6]=[C:7]([O:9][CH3:10])[CH:8]=1. The yield is 0.970. (2) The reactants are C[Si](C)(C)CCOC[N:7]1[C:15]2[N:14]=[CH:13][N:12]3[CH:16]=[N:17][C:18]([CH:19]4[CH2:24][CH2:23][N:22]([C:25]([O:27][CH2:28][C:29]5[CH:34]=[CH:33][CH:32]=[CH:31][CH:30]=5)=[O:26])[CH2:21][CH2:20]4)=[C:11]3[C:10]=2[CH:9]=[CH:8]1.C[Si](C)(C)CCOCN1C2N=CN3C=NC(C4CCCN(C(OCC5C=CC=CC=5)=O)C4)=C3C=2C=C1. No catalyst specified. The product is [C:18]1([CH:19]2[CH2:24][CH2:23][N:22]([C:25]([O:27][CH2:28][C:29]3[CH:30]=[CH:31][CH:32]=[CH:33][CH:34]=3)=[O:26])[CH2:21][CH2:20]2)[N:17]=[CH:16][N:12]2[C:11]=1[C:10]1[CH:9]=[CH:8][NH:7][C:15]=1[N:14]=[CH:13]2. The yield is 0.0200.